Predict the reactants needed to synthesize the given product. From a dataset of Full USPTO retrosynthesis dataset with 1.9M reactions from patents (1976-2016). (1) Given the product [CH3:14][C:12]([O:15][C:16]([N:18]([C:36]([O:38][C:39]([CH3:42])([CH3:41])[CH3:40])=[O:37])[N:19]([C:27]1[C:32]([F:33])=[C:31]([N:7]2[CH2:8][CH2:9][N:4]([CH3:3])[CH2:5][C@H:6]2[CH3:10])[N:30]=[C:29]([Cl:35])[N:28]=1)[C:20]([O:22][C:23]([CH3:24])([CH3:25])[CH3:26])=[O:21])=[O:17])([CH3:11])[CH3:13], predict the reactants needed to synthesize it. The reactants are: Cl.Cl.[CH3:3][N:4]1[CH2:9][CH2:8][NH:7][C@H:6]([CH3:10])[CH2:5]1.[CH3:11][C:12]([O:15][C:16]([N:18]([C:36]([O:38][C:39]([CH3:42])([CH3:41])[CH3:40])=[O:37])[N:19]([C:27]1[C:32]([F:33])=[C:31](Cl)[N:30]=[C:29]([Cl:35])[N:28]=1)[C:20]([O:22][C:23]([CH3:26])([CH3:25])[CH3:24])=[O:21])=[O:17])([CH3:14])[CH3:13].C(N(CC)C(C)C)(C)C. (2) Given the product [CH3:1][O:2][C:3]1[CH:8]=[CH:7][CH:6]=[CH:5][C:4]=1[N:9]1[CH2:10][CH2:11][N:12]([CH2:15][CH2:16][CH2:17][CH:18]=[O:19])[CH2:13][CH2:14]1, predict the reactants needed to synthesize it. The reactants are: [CH3:1][O:2][C:3]1[CH:8]=[CH:7][CH:6]=[CH:5][C:4]=1[N:9]1[CH2:14][CH2:13][N:12]([CH2:15][CH2:16][CH2:17][CH2:18][OH:19])[CH2:11][CH2:10]1.O=CCCCNC(=O)C1C=CC=CC=1. (3) Given the product [CH:15]([C:12]1[CH:13]=[CH:14][C:9](/[CH:8]=[CH:7]/[C:6]([OH:17])=[O:5])=[N:10][CH:11]=1)=[O:16], predict the reactants needed to synthesize it. The reactants are: C([O:5][C:6](=[O:17])/[CH:7]=[CH:8]/[C:9]1[CH:14]=[CH:13][C:12]([CH:15]=[O:16])=[CH:11][N:10]=1)(C)(C)C.C(O)(C(F)(F)F)=O. (4) Given the product [C:19]([O:1][C:2]1[CH:9]=[CH:8][C:5]([CH2:6][OH:7])=[CH:4][C:3]=1[O:10][CH3:11])(=[O:21])[CH3:20], predict the reactants needed to synthesize it. The reactants are: [OH:1][C:2]1[CH:9]=[CH:8][C:5]([CH2:6][OH:7])=[CH:4][C:3]=1[O:10][CH3:11].C(N(CC)CC)C.[C:19](Cl)(=[O:21])[CH3:20]. (5) Given the product [NH3:4].[C:12]1([CH:8]([NH:7][C:5]2[O:6][CH2:2][CH2:3][N:4]=2)[CH2:9][C:10]#[CH:11])[CH:17]=[CH:16][CH:15]=[CH:14][CH:13]=1, predict the reactants needed to synthesize it. The reactants are: Cl[CH2:2][CH2:3][NH:4][C:5]([NH:7][CH:8]([C:12]1[CH:17]=[CH:16][CH:15]=[CH:14][CH:13]=1)[CH2:9][C:10]#[CH:11])=[O:6].C(=O)([O-])[O-].[Na+].[Na+].